This data is from Reaction yield outcomes from USPTO patents with 853,638 reactions. The task is: Predict the reaction yield, written as a fraction of the theoretical maximum amount of product (1.0 means a 100% yield; for example, 0.34 means a 34% yield). (1) The reactants are [CH3:1][O:2][C:3](=[O:21])[C:4]1[CH:9]=[C:8]([C:10](=[O:12])[CH3:11])[C:7]([C:13]([F:16])([F:15])[F:14])=[CH:6][C:5]=1[NH:17][C:18](=[O:20])[CH3:19]. The catalyst is [Pd].C1COCC1. The product is [CH3:1][O:2][C:3](=[O:21])[C:4]1[CH:9]=[C:8]([CH:10]([OH:12])[CH3:11])[C:7]([C:13]([F:16])([F:15])[F:14])=[CH:6][C:5]=1[NH:17][C:18](=[O:20])[CH3:19]. The yield is 0.910. (2) The reactants are [CH3:1][O:2][C:3]([C:5]1[CH:10]=[CH:9][C:8](=[O:11])[N:7]([CH3:12])[C:6]=1[NH:13][C:14]1[CH:19]=[CH:18][C:17]([Br:20])=[CH:16][C:15]=1[F:21])=[O:4].[Br:22]N1C(=O)CCC1=O. The catalyst is CN(C=O)C. The product is [CH3:1][O:2][C:3]([C:5]1[CH:10]=[C:9]([Br:22])[C:8](=[O:11])[N:7]([CH3:12])[C:6]=1[NH:13][C:14]1[CH:19]=[CH:18][C:17]([Br:20])=[CH:16][C:15]=1[F:21])=[O:4]. The yield is 0.850. (3) The reactants are [F:1][C:2]1[CH:7]=[C:6](B2OC(C)(C)C(C)(C)O2)[CH:5]=[CH:4][C:3]=1[CH2:17][N:18]1[CH2:23][CH2:22][N:21]([C:24]([O:26][C:27]([CH3:30])([CH3:29])[CH3:28])=[O:25])[CH2:20][CH2:19]1.Br[C:32]1[CH:37]=[CH:36][CH:35]=[C:34]([CH3:38])[N:33]=1.C(=O)([O-])[O-].[K+].[K+].O1CCOCC1. The catalyst is C1C=CC([P]([Pd]([P](C2C=CC=CC=2)(C2C=CC=CC=2)C2C=CC=CC=2)([P](C2C=CC=CC=2)(C2C=CC=CC=2)C2C=CC=CC=2)[P](C2C=CC=CC=2)(C2C=CC=CC=2)C2C=CC=CC=2)(C2C=CC=CC=2)C2C=CC=CC=2)=CC=1.O. The yield is 0.800. The product is [F:1][C:2]1[CH:7]=[C:6]([C:32]2[CH:37]=[CH:36][CH:35]=[C:34]([CH3:38])[N:33]=2)[CH:5]=[CH:4][C:3]=1[CH2:17][N:18]1[CH2:19][CH2:20][N:21]([C:24]([O:26][C:27]([CH3:30])([CH3:28])[CH3:29])=[O:25])[CH2:22][CH2:23]1. (4) The reactants are Cl.[CH2:2]([O:4][C:5](=[O:35])[C:6]1[CH:11]=[C:10]([N:12]2[C:16]([CH3:17])=[CH:15][CH:14]=[C:13]2[C:18]2[CH:23]=[C:22]([Cl:24])[CH:21]=[CH:20][C:19]=2[O:25]CC2C=CC(OC)=CC=2)[CH:9]=[N:8][CH:7]=1)[CH3:3]. No catalyst specified. The product is [CH2:2]([O:4][C:5](=[O:35])[C:6]1[CH:11]=[C:10]([N:12]2[C:16]([CH3:17])=[CH:15][CH:14]=[C:13]2[C:18]2[CH:23]=[C:22]([Cl:24])[CH:21]=[CH:20][C:19]=2[OH:25])[CH:9]=[N:8][CH:7]=1)[CH3:3]. The yield is 0.670. (5) The reactants are [CH3:1][O:2][CH2:3][C@@H:4]([NH:6][C:7]([C:9]1[C:17]2[C:12](=[N:13][CH:14]=[C:15]([C:18]3[C:26]4[C:21](=[CH:22][C:23]([Cl:27])=[CH:24][CH:25]=4)[NH:20][N:19]=3)[N:16]=2)[N:11]([CH2:28][O:29][CH2:30][CH2:31][Si:32]([CH3:35])([CH3:34])[CH3:33])[CH:10]=1)=[O:8])[CH3:5].[H-].[Na+].Br.[CH3:39][N:40]([CH2:42][CH2:43]Br)[CH3:41]. The catalyst is CN(C=O)C. The product is [CH3:1][O:2][CH2:3][C@@H:4]([NH:6][C:7]([C:9]1[C:17]2[C:12](=[N:13][CH:14]=[C:15]([C:18]3[C:26]4[C:21](=[CH:22][C:23]([Cl:27])=[CH:24][CH:25]=4)[N:20]([CH2:43][CH2:42][N:40]([CH3:41])[CH3:39])[N:19]=3)[N:16]=2)[N:11]([CH2:28][O:29][CH2:30][CH2:31][Si:32]([CH3:33])([CH3:35])[CH3:34])[CH:10]=1)=[O:8])[CH3:5]. The yield is 0.550. (6) The reactants are [Li+].[OH-].OO.[CH2:5]([N:12]1[CH2:16][C@@H:15]([CH3:17])[C@H:14]([C:18](N2[C@H](C3C=CC=CC=3)COC2=O)=[O:19])[CH2:13]1)[C:6]1[CH:11]=[CH:10][CH:9]=[CH:8][CH:7]=1.S([O-])([O-])=[O:33].[Na+].[Na+].Cl.[Na+].[Cl-]. The catalyst is O.C1COCC1. The product is [CH2:5]([N:12]1[CH2:16][C@@H:15]([CH3:17])[C@H:14]([C:18]([OH:19])=[O:33])[CH2:13]1)[C:6]1[CH:7]=[CH:8][CH:9]=[CH:10][CH:11]=1. The yield is 0.900. (7) The reactants are Br[C:2]1[N:7]=[C:6]2[N:8]([C:12]3[CH:13]=[C:14]4[C:18](=[CH:19][CH:20]=3)[NH:17][CH:16]=[CH:15]4)[C:9](=[O:11])[NH:10][C:5]2=[N:4][CH:3]=1.[CH3:21][O:22][C:23]1[CH:24]=[C:25](B(O)O)[CH:26]=[C:27]([O:31][CH3:32])[C:28]=1[O:29][CH3:30].C([O-])([O-])=O.[Na+].[Na+]. The catalyst is CC#N.C1C=CC(P(C2C=CC=CC=2)C2C=CC=CC=2)=CC=1.C1C=CC(P(C2C=CC=CC=2)C2C=CC=CC=2)=CC=1.Cl[Pd]Cl. The product is [NH:17]1[C:18]2[C:14](=[CH:13][C:12]([N:8]3[C:6]4=[N:7][C:2]([C:25]5[CH:26]=[C:27]([O:31][CH3:32])[C:28]([O:29][CH3:30])=[C:23]([O:22][CH3:21])[CH:24]=5)=[CH:3][N:4]=[C:5]4[NH:10][C:9]3=[O:11])=[CH:20][CH:19]=2)[CH:15]=[CH:16]1. The yield is 0.190. (8) The reactants are Cl[S:2]([C:5]1[CH:13]=[CH:12][C:8]([C:9]([OH:11])=[O:10])=[CH:7][CH:6]=1)(=[O:4])=[O:3].[NH2:14][C:15]1[CH:24]=[C:23]([F:25])[C:18]([C:19]([O:21][CH3:22])=[O:20])=[C:17]([F:26])[CH:16]=1.N1C=CC=CC=1. The catalyst is C(Cl)Cl. The product is [F:25][C:23]1[CH:24]=[C:15]([NH:14][S:2]([C:5]2[CH:13]=[CH:12][C:8]([C:9]([OH:11])=[O:10])=[CH:7][CH:6]=2)(=[O:4])=[O:3])[CH:16]=[C:17]([F:26])[C:18]=1[C:19]([O:21][CH3:22])=[O:20]. The yield is 0.360. (9) The catalyst is CO. The yield is 0.910. The product is [CH3:12][N:13]([CH3:14])[C:7](=[O:9])[CH2:6][CH2:5][CH2:4][N+:1]([O-:3])=[O:2]. The reactants are [N+:1]([CH2:4][CH2:5][CH2:6][C:7]([O:9]C)=O)([O-:3])=[O:2].O.[CH3:12][NH:13][CH3:14].